This data is from Forward reaction prediction with 1.9M reactions from USPTO patents (1976-2016). The task is: Predict the product of the given reaction. (1) Given the reactants [N:1]12[CH2:8][CH2:7][CH:4]([CH2:5][CH2:6]1)[C@@H:3]([NH:9][CH2:10][CH2:11][CH2:12][N:13]1[C:21]3[C:16](=[CH:17][CH:18]=[CH:19][C:20]=3[C:22]([O-:24])=O)[CH:15]=[CH:14]1)[CH2:2]2.[Li+].C(N(CC)C(C)C)(C)C.CCCP1(OP(CCC)(=O)OP(CCC)(=O)O1)=O, predict the reaction product. The product is: [N:1]12[CH2:8][CH2:7][CH:4]([CH2:5][CH2:6]1)[C@@H:3]([N:9]1[CH2:10][CH2:11][CH2:12][N:13]3[C:21]4[C:16]([CH:15]=[CH:14]3)=[CH:17][CH:18]=[CH:19][C:20]=4[C:22]1=[O:24])[CH2:2]2. (2) Given the reactants [CH3:1][S:2](Cl)(=[O:4])=[O:3].[Cl:6][C:7]1[CH:12]=[CH:11][C:10]([CH2:13][CH2:14][C:15]([O:17][CH3:18])=[O:16])=[C:9]([CH2:19][OH:20])[CH:8]=1.[Cl-].S([O-])(=O)(=O)C, predict the reaction product. The product is: [Cl:6][C:7]1[CH:12]=[CH:11][C:10]([CH2:13][CH2:14][C:15]([O:17][CH3:18])=[O:16])=[C:9]([CH2:19][O:20][S:2]([CH3:1])(=[O:4])=[O:3])[CH:8]=1. (3) Given the reactants CCN(C(C)C)C(C)C.[C:10]1([N:16]2[CH:20]=[C:19]([C:21]([NH:23][CH2:24][C:25]([OH:27])=O)=[O:22])[N:18]=[CH:17]2)[CH:15]=[CH:14][CH:13]=[CH:12][CH:11]=1.C1(N2C=C(C(O)=O)N=C2)C=CC=CC=1.C1C=CC2N(O)N=NC=2C=1.CCN=C=NCCCN(C)C.Cl.[Cl:64][C:65]1[CH:75]=[CH:74][CH:73]=[CH:72][C:66]=1[O:67][CH:68]1[CH2:71][NH:70][CH2:69]1.Cl.FC(F)(F)C1C=C(C=CC=1)OC1CNC1, predict the reaction product. The product is: [Cl:64][C:65]1[CH:75]=[CH:74][CH:73]=[CH:72][C:66]=1[O:67][CH:68]1[CH2:71][N:70]([C:25](=[O:27])[CH2:24][NH:23][C:21]([C:19]2[N:18]=[CH:17][N:16]([C:10]3[CH:11]=[CH:12][CH:13]=[CH:14][CH:15]=3)[CH:20]=2)=[O:22])[CH2:69]1. (4) The product is: [Cl:43][C:40]1[CH:41]=[CH:42][C:33]([N:32]2[C:7](=[O:9])[C:6]3[CH:5]=[C:4]([CH2:11][CH3:12])[S:3][C:2]=3[NH:1][C:14]2=[O:16])=[C:34]([CH:39]=1)[C:35]([O:37][CH3:38])=[O:36]. Given the reactants [NH2:1][C:2]1[S:3][C:4]([CH2:11][CH3:12])=[CH:5][C:6]=1[C:7]([O:9]C)=O.Cl[C:14](Cl)([O:16]C(=O)OC(Cl)(Cl)Cl)Cl.C(N(CC)CC)C.[NH2:32][C:33]1[CH:42]=[CH:41][C:40]([Cl:43])=[CH:39][C:34]=1[C:35]([O:37][CH3:38])=[O:36], predict the reaction product. (5) The product is: [O:10]=[C:9]1[CH2:8][CH2:5][CH2:4][N:1]1[C:2]1[CH:3]=[CH:4][C:5]([CH:8]([CH3:12])[C:9]([OH:11])=[O:10])=[CH:6][CH:7]=1. Given the reactants [NH2:1][C:2]1[CH:7]=[CH:6][C:5]([CH:8]([CH3:12])[C:9]([OH:11])=[O:10])=[CH:4][CH:3]=1, predict the reaction product. (6) Given the reactants [Cl:1][C:2]1[CH:7]=[CH:6][C:5]([C:8]2[Se:9][C:10]([CH:13]=[O:14])=[CH:11][N:12]=2)=[CH:4][CH:3]=1.[BH4-].[Na+], predict the reaction product. The product is: [Cl:1][C:2]1[CH:3]=[CH:4][C:5]([C:8]2[Se:9][C:10]([CH2:13][OH:14])=[CH:11][N:12]=2)=[CH:6][CH:7]=1. (7) Given the reactants [C:1]([O:7][CH2:8][CH3:9])(=[O:6])[CH2:2][C:3]([CH3:5])=[O:4].[Cl:10][C:11]1[CH:18]=[CH:17][C:14]([CH2:15]Br)=[CH:13][CH:12]=1.C(=O)([O-])[O-].[Li+].[Li+], predict the reaction product. The product is: [Cl:10][C:11]1[CH:18]=[CH:17][C:14]([CH2:15][CH:2]([C:3](=[O:4])[CH3:5])[C:1]([O:7][CH2:8][CH3:9])=[O:6])=[CH:13][CH:12]=1.